From a dataset of Peptide-MHC class I binding affinity with 185,985 pairs from IEDB/IMGT. Regression. Given a peptide amino acid sequence and an MHC pseudo amino acid sequence, predict their binding affinity value. This is MHC class I binding data. The binding affinity (normalized) is 0.0396. The peptide sequence is AQGLVASIK. The MHC is HLA-A68:01 with pseudo-sequence HLA-A68:01.